The task is: Predict the reactants needed to synthesize the given product.. This data is from Full USPTO retrosynthesis dataset with 1.9M reactions from patents (1976-2016). (1) The reactants are: [CH2:1]([N:8]1[C:13]2[N:14]=[C:15](Cl)[C:16]([F:18])=[CH:17][C:12]=2[C:11](=[O:20])[N:10]([O:21][CH2:22][C:23]2[CH:28]=[CH:27][CH:26]=[CH:25][CH:24]=2)[C:9]1=[O:29])[C:2]1[CH:7]=[CH:6][CH:5]=[CH:4][CH:3]=1.[NH:30]1[CH2:34][CH2:33][CH2:32][CH2:31]1. Given the product [CH2:1]([N:8]1[C:13]2[N:14]=[C:15]([N:30]3[CH2:34][CH2:33][CH2:32][CH2:31]3)[C:16]([F:18])=[CH:17][C:12]=2[C:11](=[O:20])[N:10]([O:21][CH2:22][C:23]2[CH:28]=[CH:27][CH:26]=[CH:25][CH:24]=2)[C:9]1=[O:29])[C:2]1[CH:7]=[CH:6][CH:5]=[CH:4][CH:3]=1, predict the reactants needed to synthesize it. (2) Given the product [NH:1]1[CH:5]=[CH:4][C:3]([S:6]([Cl:12])(=[O:9])=[O:7])=[CH:2]1, predict the reactants needed to synthesize it. The reactants are: [NH:1]1[CH:5]=[CH:4][C:3]([S:6]([O-:9])(=O)=[O:7])=[CH:2]1.[Na+].P(Cl)(Cl)(Cl)(Cl)[Cl:12]. (3) Given the product [Br:20][C:17]1[CH:18]=[CH:19][C:14]([S:13][CH2:12][C:11]([NH:10][CH:9]2[CH2:8][N:7]([CH2:22][CH2:23][C:24]3[CH:25]=[CH:26][CH:27]=[CH:28][CH:29]=3)[N:6]=[C:5]2[CH2:3][OH:2])=[O:21])=[CH:15][CH:16]=1, predict the reactants needed to synthesize it. The reactants are: C[O:2][C:3]([C:5]1[C:9]([NH:10][C:11](=[O:21])[CH2:12][S:13][C:14]2[CH:19]=[CH:18][C:17]([Br:20])=[CH:16][CH:15]=2)=[CH:8][N:7]([CH2:22][CH2:23][C:24]2[CH:29]=[CH:28][CH:27]=[CH:26][CH:25]=2)[N:6]=1)=O.[H-].[Al+3].[Li+].[H-].[H-].[H-]. (4) Given the product [Cl:13][C:10]1[C:9]([C:14]2[CH:19]=[CH:18][C:17]([S:20]([CH2:23][CH3:24])(=[O:22])=[O:21])=[CH:16][C:15]=2[O:25][CH3:26])=[CH:8][C:7]([B:29]2[O:33][C:32]([CH3:35])([CH3:34])[C:31]([CH3:37])([CH3:36])[O:30]2)=[CH:12][CH:11]=1, predict the reactants needed to synthesize it. The reactants are: FC(F)(F)S(O[C:7]1[CH:8]=[C:9]([C:14]2[CH:19]=[CH:18][C:17]([S:20]([CH2:23][CH3:24])(=[O:22])=[O:21])=[CH:16][C:15]=2[O:25][CH3:26])[C:10]([Cl:13])=[CH:11][CH:12]=1)(=O)=O.[B:29]1([B:29]2[O:33][C:32]([CH3:35])([CH3:34])[C:31]([CH3:37])([CH3:36])[O:30]2)[O:33][C:32]([CH3:35])([CH3:34])[C:31]([CH3:37])([CH3:36])[O:30]1.C([O-])(=O)C.[K+]. (5) The reactants are: [NH2:1][C:2]1[CH:16]=[CH:15][CH:14]=[CH:13][C:3]=1[C:4]([NH:6][C:7]1[CH:12]=[CH:11][CH:10]=[CH:9][N:8]=1)=[O:5].[CH2:17](OC(OCC)(OCC)C)[CH3:18]. Given the product [CH3:17][C:18]1[N:6]([C:7]2[CH:12]=[CH:11][CH:10]=[CH:9][N:8]=2)[C:4](=[O:5])[C:3]2[C:2](=[CH:16][CH:15]=[CH:14][CH:13]=2)[N:1]=1, predict the reactants needed to synthesize it. (6) Given the product [N:13]1[CH:14]=[CH:15][CH:16]=[C:11]([C:8]2[N:7]=[CH:6][C:5]([C:3]([OH:4])=[O:2])=[CH:10][N:9]=2)[CH:12]=1, predict the reactants needed to synthesize it. The reactants are: C[O:2][C:3]([C:5]1[CH:6]=[N:7][C:8]([C:11]2[CH:12]=[N:13][CH:14]=[CH:15][CH:16]=2)=[N:9][CH:10]=1)=[O:4].[Li+].[OH-]. (7) Given the product [N+:1]([O-:4])([OH:3])=[O:2].[N+:13]([O-:16])([OH:15])=[O:14].[NH2:5][C@H:6]([C:10]([OH:12])=[O:11])[CH2:7][CH2:8][CH3:9].[N+:1]([O-:4])([OH:3])=[O:2].[N+:1]([O-:4])([OH:3])=[O:2].[N+:1]([O-:4])([OH:3])=[O:2].[NH2:17][C@H:18]([C:22]([OH:24])=[O:23])[CH2:19][CH2:20][CH3:21], predict the reactants needed to synthesize it. The reactants are: [N+:1]([O-:4])([OH:3])=[O:2].[NH2:5][C@H:6]([C:10]([OH:12])=[O:11])[CH2:7][CH2:8][CH3:9].[N+:13]([O-:16])([OH:15])=[O:14].[NH2:17][C@H:18]([C:22]([OH:24])=[O:23])[CH2:19][CH2:20][CH3:21]. (8) Given the product [Br:22][C:19]1[CH:20]=[CH:21][C:16]([O:15][CH2:14][C:13]([OH:31])=[O:12])=[C:17]([CH2:23][CH:24]2[S:28][C:27](=[O:29])[N:26]([CH2:5][C:4]3[CH:7]=[CH:8][CH:9]=[C:2]([Cl:1])[CH:3]=3)[C:25]2=[O:30])[CH:18]=1, predict the reactants needed to synthesize it. The reactants are: [Cl:1][C:2]1[CH:3]=[C:4]([CH:7]=[CH:8][CH:9]=1)[CH2:5]Br.C([O:12][C:13](=[O:31])[CH2:14][O:15][C:16]1[CH:21]=[CH:20][C:19]([Br:22])=[CH:18][C:17]=1/[CH:23]=[C:24]1/[C:25](=[O:30])[NH:26][C:27](=[O:29])[S:28]/1)C. (9) Given the product [Cl:1][C:2]1[CH:3]=[CH:4][C:5]([O:31][CH3:32])=[C:6]([NH:8][C:9](=[O:30])[CH2:10][N:11]2[C:15]3[CH2:14][N:19]([CH2:57][CH2:58][OH:59])[CH2:18][CH2:17][C:16]=3[C:13]([C:26]([F:29])([F:27])[F:28])=[N:12]2)[CH:7]=1, predict the reactants needed to synthesize it. The reactants are: [Cl:1][C:2]1[CH:3]=[CH:4][C:5]([O:31][CH3:32])=[C:6]([NH:8][C:9](=[O:30])[CH2:10][N:11]2[C:15]3[CH2:16][CH:17](CC(OCC)=O)[CH2:18][NH:19][C:14]=3[C:13]([C:26]([F:29])([F:28])[F:27])=[N:12]2)[CH:7]=1.[H-].[Al+3].[Li+].[H-].[H-].[H-].O.O.O.O.O.O.O.O.O.O.S([O-])([O-])(=O)=O.[Na+].[Na+].C1C[O:59][CH2:58][CH2:57]1. (10) Given the product [OH:6][C:7]1[CH:16]=[C:15]2[C:10]([CH:11]=[CH:12][C:13]([C:17]3[CH:18]=[C:19]([CH:24]=[CH:25][CH:26]=3)[C:20]([O:22][CH3:23])=[O:21])=[CH:14]2)=[CH:9][CH:8]=1, predict the reactants needed to synthesize it. The reactants are: B(Br)(Br)Br.C[O:6][C:7]1[CH:16]=[C:15]2[C:10]([CH:11]=[CH:12][C:13]([C:17]3[CH:18]=[C:19]([CH:24]=[CH:25][CH:26]=3)[C:20]([O:22][CH3:23])=[O:21])=[CH:14]2)=[CH:9][CH:8]=1.